This data is from Full USPTO retrosynthesis dataset with 1.9M reactions from patents (1976-2016). The task is: Predict the reactants needed to synthesize the given product. Given the product [Cl:1][C:2]1[CH:3]=[CH:4][C:5]([NH:8][C:9](=[O:24])[C:10]2[CH:15]=[CH:14][CH:13]=[CH:12][C:11]=2[NH:16][CH2:17][CH:18]2[CH2:19][CH2:20][N:21]([CH2:32][CH:29]3[CH2:31][CH2:30]3)[CH2:22][CH2:23]2)=[N:6][CH:7]=1, predict the reactants needed to synthesize it. The reactants are: [Cl:1][C:2]1[CH:3]=[CH:4][C:5]([NH:8][C:9](=[O:24])[C:10]2[CH:15]=[CH:14][CH:13]=[CH:12][C:11]=2[NH:16][CH2:17][CH:18]2[CH2:23][CH2:22][NH:21][CH2:20][CH2:19]2)=[N:6][CH:7]=1.ClC(Cl)C.[CH:29]1([CH:32]=O)[CH2:31][CH2:30]1.C(O[BH-](OC(=O)C)OC(=O)C)(=O)C.[Na+].